This data is from Catalyst prediction with 721,799 reactions and 888 catalyst types from USPTO. The task is: Predict which catalyst facilitates the given reaction. (1) The catalyst class is: 6. Product: [S:22]1[C:26]2[CH:27]=[C:28]([NH:31][C:2]3[CH:9]=[C:8]([NH:10][C@@H:11]([C:16]4[CH:21]=[CH:20][CH:19]=[CH:18][CH:17]=4)[C@H:12]([OH:15])[CH2:13][OH:14])[C:5]([C:6]#[N:7])=[CH:4][N:3]=3)[CH:29]=[CH:30][C:25]=2[N:24]=[CH:23]1. Reactant: Cl[C:2]1[CH:9]=[C:8]([NH:10][C@@H:11]([C:16]2[CH:21]=[CH:20][CH:19]=[CH:18][CH:17]=2)[C@H:12]([OH:15])[CH2:13][OH:14])[C:5]([C:6]#[N:7])=[CH:4][N:3]=1.[S:22]1[C:26]2[CH:27]=[C:28]([NH2:31])[CH:29]=[CH:30][C:25]=2[N:24]=[CH:23]1.CN1C(=O)CCC1. (2) Reactant: O=[C:2]1O[C:6]2[C:8]3[C:13]([CH2:14][C:5]=2[C:4]([N:15]2[CH2:20][CH2:19][CH2:18][CH2:17][CH2:16]2)=[C:3]1[C:21]#[N:22])=[CH:12][CH:11]=[CH:10][CH:9]=3.[H-].[Na+]. Product: [N:15]1([C:4]2[C:3]([C:21]#[N:22])=[C:2]3[C:5]([CH2:6][C:8]4[CH:9]=[CH:10][CH:11]=[CH:12][C:13]=43)=[C:6]3[C:8]4[C:13]([CH2:14][C:5]=23)=[CH:12][CH:11]=[CH:10][CH:9]=4)[CH2:20][CH2:19][CH2:18][CH2:17][CH2:16]1. The catalyst class is: 1. (3) Reactant: B(Br)(Br)Br.[CH:5]1([C:12]2[N:16]=[C:15]([CH:17]=[CH:18][C:19]3[CH:24]=[CH:23][C:22]([O:25]C)=[C:21]([O:27]C)[CH:20]=3)[O:14][N:13]=2)[CH2:11][CH2:10][CH2:9][CH2:8][CH2:7][CH2:6]1. Product: [CH:5]1([C:12]2[N:16]=[C:15]([CH:17]=[CH:18][C:19]3[CH:20]=[C:21]([OH:27])[C:22]([OH:25])=[CH:23][CH:24]=3)[O:14][N:13]=2)[CH2:11][CH2:10][CH2:9][CH2:8][CH2:7][CH2:6]1. The catalyst class is: 4.